Dataset: Reaction yield outcomes from USPTO patents with 853,638 reactions. Task: Predict the reaction yield, written as a fraction of the theoretical maximum amount of product (1.0 means a 100% yield; for example, 0.34 means a 34% yield). (1) The reactants are [F:1][C:2]([F:12])([F:11])[O:3][C:4]1[CH:5]=[C:6]([CH:8]=[CH:9][CH:10]=1)[NH2:7].[F:13][C:14]([F:19])([F:18])[CH:15]1[O:17][CH2:16]1. No catalyst specified. The product is [F:1][C:2]([F:11])([F:12])[O:3][C:4]1[CH:5]=[C:6]([NH:7][CH2:16][CH:15]([OH:17])[C:14]([F:19])([F:18])[F:13])[CH:8]=[CH:9][CH:10]=1. The yield is 0.880. (2) The reactants are [CH:1]12[CH2:7][CH:4]([CH:5]=[CH:6]1)[CH2:3][CH:2]2[C:8]([OH:10])=[O:9].[CH2:11]=[CH2:12]. The catalyst is C1(C)C=CC=CC=1. The product is [CH:1]12[CH2:7][CH:4]([CH:5]=[CH:6]1)[CH2:3][CH:2]2[C:8]([OH:10])=[O:9].[CH2:11]=[CH2:12]. The yield is 0.227. (3) The reactants are O[Li].O.C([O:7][CH:8]1[C:12]2[N:13]=[CH:14][N:15]=[C:16]([N:17]3[CH2:22][CH2:21][N:20]([C:23]([O:25][C:26]([CH3:29])([CH3:28])[CH3:27])=[O:24])[CH2:19][CH2:18]3)[C:11]=2[C@H:10]([CH3:30])[CH2:9]1)(=O)C.C1COCC1.[NH4+].[Cl-]. The catalyst is O. The product is [OH:7][CH:8]1[C:12]2[N:13]=[CH:14][N:15]=[C:16]([N:17]3[CH2:22][CH2:21][N:20]([C:23]([O:25][C:26]([CH3:29])([CH3:28])[CH3:27])=[O:24])[CH2:19][CH2:18]3)[C:11]=2[C@H:10]([CH3:30])[CH2:9]1. The yield is 0.564. (4) The reactants are [Cl:1][C:2]1[CH:3]=[C:4]([C@@H:12]([CH2:16][CH:17]2[CH2:21][CH2:20][CH2:19][CH2:18]2)[C:13]([OH:15])=O)[CH:5]=[CH:6][C:7]=1[S:8]([CH3:11])(=[O:10])=[O:9].C(Cl)(=O)C(Cl)=O.[C:28]([O:32][C:33]([C:35]1[CH:40]=[N:39][C:38]([NH2:41])=[CH:37][N:36]=1)=[O:34])([CH3:31])([CH3:30])[CH3:29].N1C=CC=CC=1. The catalyst is C(Cl)Cl.CN(C)C=O.O1CCCC1. The product is [C:28]([O:32][C:33]([C:35]1[CH:40]=[N:39][C:38]([NH:41][C:13](=[O:15])[C@@H:12]([C:4]2[CH:5]=[CH:6][C:7]([S:8]([CH3:11])(=[O:9])=[O:10])=[C:2]([Cl:1])[CH:3]=2)[CH2:16][CH:17]2[CH2:21][CH2:20][CH2:19][CH2:18]2)=[CH:37][N:36]=1)=[O:34])([CH3:31])([CH3:29])[CH3:30]. The yield is 0.520. (5) The reactants are C(OCC)(=O)C.CO.[CH3:9][O:10][C:11]1[CH:12]=[C:13]2[C:18](=[CH:19][C:20]=1[CH2:21][NH:22][C@H:23]1[CH2:28][CH2:27][CH2:26][NH:25][C@H:24]1[C:29]1[CH:34]=[CH:33][CH:32]=[CH:31][CH:30]=1)[N:17]([CH3:35])[C:16](=[O:36])[CH2:15][CH2:14]2.C(=O)([O-])[O-].[K+].[K+].[O:43]=[C:44]1[NH:48][CH:47]([CH2:49]OS(C2C=CC(C)=CC=2)(=O)=O)[CH2:46][CH2:45]1. The catalyst is CN(C=O)C.C(Cl)Cl. The product is [CH3:9][O:10][C:11]1[CH:12]=[C:13]2[C:18](=[CH:19][C:20]=1[CH2:21][NH:22][C@H:23]1[CH2:28][CH2:27][CH2:26][N:25]([CH2:49][C@@H:47]3[CH2:46][CH2:45][C:44](=[O:43])[NH:48]3)[C@H:24]1[C:29]1[CH:34]=[CH:33][CH:32]=[CH:31][CH:30]=1)[N:17]([CH3:35])[C:16](=[O:36])[CH2:15][CH2:14]2. The yield is 0.100. (6) The reactants are N(C(OCC)=O)=NC(OCC)=O.[Br:13][C:14]1[CH:33]=[CH:32][C:17]([NH:18][C:19]2[C:28]3[C:23](=[CH:24][C:25]([OH:31])=[C:26]([O:29][CH3:30])[CH:27]=3)[N:22]=[CH:21][N:20]=2)=[C:16]([F:34])[CH:15]=1.C1(P(C2C=CC=CC=2)C2C=CC=CC=2)C=CC=CC=1.[CH3:54][NH:55][CH2:56][CH2:57][CH2:58]O. The catalyst is C(Cl)Cl. The product is [Br:13][C:14]1[CH:33]=[CH:32][C:17]([NH:18][C:19]2[C:28]3[C:23](=[CH:24][C:25]([O:31][CH2:58][CH2:57][CH2:56][NH:55][CH3:54])=[C:26]([O:29][CH3:30])[CH:27]=3)[N:22]=[CH:21][N:20]=2)=[C:16]([F:34])[CH:15]=1. The yield is 0.500.